This data is from Reaction yield outcomes from USPTO patents with 853,638 reactions. The task is: Predict the reaction yield, written as a fraction of the theoretical maximum amount of product (1.0 means a 100% yield; for example, 0.34 means a 34% yield). (1) The reactants are [CH:1]([C:4]1[CH:9]=[CH:8][CH:7]=[C:6]([CH:10]([CH3:12])[CH3:11])[C:5]=1[NH:13][C:14]([CH2:16][N:17]([CH2:55][CH2:56][CH2:57][CH2:58][CH3:59])[CH2:18][C:19]1[CH:24]=[CH:23][C:22]([C:25]2[CH:30]=[CH:29][CH:28]=[CH:27][C:26]=2[C:31]2[N:35](C(C3C=CC=CC=3)(C3C=CC=CC=3)C3C=CC=CC=3)[N:34]=[N:33][N:32]=2)=[CH:21][CH:20]=1)=[O:15])([CH3:3])[CH3:2].[ClH:60]. The catalyst is O1CCCC1. The product is [ClH:60].[CH:10]([C:6]1[CH:7]=[CH:8][CH:9]=[C:4]([CH:1]([CH3:3])[CH3:2])[C:5]=1[NH:13][C:14]([CH2:16][N:17]([CH2:55][CH2:56][CH2:57][CH2:58][CH3:59])[CH2:18][C:19]1[CH:24]=[CH:23][C:22]([C:25]2[CH:30]=[CH:29][CH:28]=[CH:27][C:26]=2[C:31]2[NH:35][N:34]=[N:33][N:32]=2)=[CH:21][CH:20]=1)=[O:15])([CH3:12])[CH3:11]. The yield is 0.930. (2) The yield is 1.00. The catalyst is CCO. The product is [NH2:2][C:1](=[N:15][OH:16])[C:3]1[CH:11]=[C:10]2[C:6]([CH:7]=[C:8]([C:12]([OH:14])=[O:13])[NH:9]2)=[CH:5][CH:4]=1. The reactants are [C:1]([C:3]1[CH:11]=[C:10]2[C:6]([CH:7]=[C:8]([C:12]([OH:14])=[O:13])[NH:9]2)=[CH:5][CH:4]=1)#[N:2].[NH2:15][OH:16]. (3) The reactants are [Cl:1][C:2]1[CH:23]=[CH:22][CH:21]=[C:20]([Cl:24])[C:3]=1[C:4]([NH:6][C@H:7]([C:16]([O:18][CH3:19])=[O:17])[CH2:8][C:9]1[CH:14]=[CH:13][C:12]([OH:15])=[CH:11][CH:10]=1)=[O:5].O[CH2:26][C:27]([C:30]1[N:39]=[C:38]2[C:33]([CH2:34][CH2:35][CH2:36][N:37]2[C:40]([O:42][C:43]([CH3:46])([CH3:45])[CH3:44])=[O:41])=[CH:32][CH:31]=1)([CH3:29])[CH3:28].C1(P(C2C=CC=CC=2)C2C=CC=CC=2)C=CC=CC=1.C1CCN(C(N=NC(N2CCCCC2)=O)=O)CC1. No catalyst specified. The product is [Cl:1][C:2]1[CH:23]=[CH:22][CH:21]=[C:20]([Cl:24])[C:3]=1[C:4]([NH:6][C@H:7]([C:16]([O:18][CH3:19])=[O:17])[CH2:8][C:9]1[CH:10]=[CH:11][C:12]([O:15][CH2:29][C:27]([C:30]2[N:39]=[C:38]3[C:33]([CH2:34][CH2:35][CH2:36][N:37]3[C:40]([O:42][C:43]([CH3:46])([CH3:45])[CH3:44])=[O:41])=[CH:32][CH:31]=2)([CH3:26])[CH3:28])=[CH:13][CH:14]=1)=[O:5]. The yield is 0.640.